From a dataset of NCI-60 drug combinations with 297,098 pairs across 59 cell lines. Regression. Given two drug SMILES strings and cell line genomic features, predict the synergy score measuring deviation from expected non-interaction effect. (1) Drug 1: C(CC(=O)O)C(=O)CN.Cl. Drug 2: CC1=C(C(=O)C2=C(C1=O)N3CC4C(C3(C2COC(=O)N)OC)N4)N. Cell line: SF-295. Synergy scores: CSS=57.2, Synergy_ZIP=-6.11, Synergy_Bliss=-6.63, Synergy_Loewe=-17.5, Synergy_HSA=-2.04. (2) Drug 1: C1=CC(=CC=C1CCC2=CNC3=C2C(=O)NC(=N3)N)C(=O)NC(CCC(=O)O)C(=O)O. Drug 2: CC1CCCC2(C(O2)CC(NC(=O)CC(C(C(=O)C(C1O)C)(C)C)O)C(=CC3=CSC(=N3)C)C)C. Cell line: NCI/ADR-RES. Synergy scores: CSS=15.2, Synergy_ZIP=-2.31, Synergy_Bliss=0.180, Synergy_Loewe=-1.06, Synergy_HSA=-0.961. (3) Drug 1: C1CC(=O)NC(=O)C1N2CC3=C(C2=O)C=CC=C3N. Drug 2: CN(C)N=NC1=C(NC=N1)C(=O)N. Cell line: HOP-62. Synergy scores: CSS=6.35, Synergy_ZIP=-1.02, Synergy_Bliss=-0.0542, Synergy_Loewe=-1.85, Synergy_HSA=-3.32. (4) Drug 1: C1CCN(CC1)CCOC2=CC=C(C=C2)C(=O)C3=C(SC4=C3C=CC(=C4)O)C5=CC=C(C=C5)O. Drug 2: CC1=CC=C(C=C1)C2=CC(=NN2C3=CC=C(C=C3)S(=O)(=O)N)C(F)(F)F. Cell line: CCRF-CEM. Synergy scores: CSS=0.366, Synergy_ZIP=0.436, Synergy_Bliss=-2.55, Synergy_Loewe=-6.21, Synergy_HSA=-6.80. (5) Drug 1: CC1=C2C(C(=O)C3(C(CC4C(C3C(C(C2(C)C)(CC1OC(=O)C(C(C5=CC=CC=C5)NC(=O)OC(C)(C)C)O)O)OC(=O)C6=CC=CC=C6)(CO4)OC(=O)C)OC)C)OC. Drug 2: C1CN(CCN1C(=O)CCBr)C(=O)CCBr. Cell line: MDA-MB-435. Synergy scores: CSS=55.9, Synergy_ZIP=3.86, Synergy_Bliss=0.252, Synergy_Loewe=-29.5, Synergy_HSA=-2.24. (6) Drug 1: C1=CC=C(C(=C1)C(C2=CC=C(C=C2)Cl)C(Cl)Cl)Cl. Drug 2: C1CCC(C(C1)N)N.C(=O)(C(=O)[O-])[O-].[Pt+4]. Cell line: MDA-MB-435. Synergy scores: CSS=22.1, Synergy_ZIP=-4.92, Synergy_Bliss=-0.273, Synergy_Loewe=-12.3, Synergy_HSA=-0.0312. (7) Drug 1: CCC1=C2CN3C(=CC4=C(C3=O)COC(=O)C4(CC)O)C2=NC5=C1C=C(C=C5)O. Drug 2: C(=O)(N)NO. Cell line: KM12. Synergy scores: CSS=23.1, Synergy_ZIP=-2.64, Synergy_Bliss=3.62, Synergy_Loewe=-25.3, Synergy_HSA=0.149. (8) Drug 1: C1=CC(=CC=C1CCC2=CNC3=C2C(=O)NC(=N3)N)C(=O)NC(CCC(=O)O)C(=O)O. Drug 2: C1=CC(=C2C(=C1NCCNCCO)C(=O)C3=C(C=CC(=C3C2=O)O)O)NCCNCCO. Cell line: UO-31. Synergy scores: CSS=31.0, Synergy_ZIP=-10.4, Synergy_Bliss=-8.75, Synergy_Loewe=-3.62, Synergy_HSA=-2.25. (9) Drug 1: C1=CN(C(=O)N=C1N)C2C(C(C(O2)CO)O)O.Cl. Drug 2: COC1=NC(=NC2=C1N=CN2C3C(C(C(O3)CO)O)O)N. Cell line: IGROV1. Synergy scores: CSS=3.93, Synergy_ZIP=-0.0770, Synergy_Bliss=1.93, Synergy_Loewe=-6.12, Synergy_HSA=-2.26.